This data is from NCI-60 drug combinations with 297,098 pairs across 59 cell lines. The task is: Regression. Given two drug SMILES strings and cell line genomic features, predict the synergy score measuring deviation from expected non-interaction effect. (1) Drug 1: C1=C(C(=O)NC(=O)N1)F. Drug 2: C#CCC(CC1=CN=C2C(=N1)C(=NC(=N2)N)N)C3=CC=C(C=C3)C(=O)NC(CCC(=O)O)C(=O)O. Cell line: SNB-19. Synergy scores: CSS=27.2, Synergy_ZIP=0.978, Synergy_Bliss=-0.423, Synergy_Loewe=-0.494, Synergy_HSA=-0.494. (2) Drug 1: C1CCC(C1)C(CC#N)N2C=C(C=N2)C3=C4C=CNC4=NC=N3. Drug 2: C1CN(P(=O)(OC1)NCCCl)CCCl. Cell line: OVCAR3. Synergy scores: CSS=-5.94, Synergy_ZIP=2.97, Synergy_Bliss=-3.08, Synergy_Loewe=-7.10, Synergy_HSA=-7.60.